Dataset: NCI-60 drug combinations with 297,098 pairs across 59 cell lines. Task: Regression. Given two drug SMILES strings and cell line genomic features, predict the synergy score measuring deviation from expected non-interaction effect. (1) Drug 1: CC1C(C(=O)NC(C(=O)N2CCCC2C(=O)N(CC(=O)N(C(C(=O)O1)C(C)C)C)C)C(C)C)NC(=O)C3=C4C(=C(C=C3)C)OC5=C(C(=O)C(=C(C5=N4)C(=O)NC6C(OC(=O)C(N(C(=O)CN(C(=O)C7CCCN7C(=O)C(NC6=O)C(C)C)C)C)C(C)C)C)N)C. Drug 2: CC1=C(C(CCC1)(C)C)C=CC(=CC=CC(=CC(=O)O)C)C. Cell line: SK-OV-3. Synergy scores: CSS=36.7, Synergy_ZIP=5.02, Synergy_Bliss=10.4, Synergy_Loewe=9.40, Synergy_HSA=9.39. (2) Drug 1: COC1=CC(=CC(=C1O)OC)C2C3C(COC3=O)C(C4=CC5=C(C=C24)OCO5)OC6C(C(C7C(O6)COC(O7)C8=CC=CS8)O)O. Drug 2: CN1C(=O)N2C=NC(=C2N=N1)C(=O)N. Cell line: HCT116. Synergy scores: CSS=54.6, Synergy_ZIP=-1.12, Synergy_Bliss=-0.551, Synergy_Loewe=-55.6, Synergy_HSA=-1.32.